Dataset: Full USPTO retrosynthesis dataset with 1.9M reactions from patents (1976-2016). Task: Predict the reactants needed to synthesize the given product. (1) Given the product [CH2:5]([O:12][C:13]([N:15]1[CH2:20][CH2:19][C:18]([OH:21])([CH:1]=[CH2:2])[CH2:17][CH2:16]1)=[O:14])[C:6]1[CH:11]=[CH:10][CH:9]=[CH:8][CH:7]=1, predict the reactants needed to synthesize it. The reactants are: [CH:1]([Mg]Br)=[CH2:2].[CH2:5]([O:12][C:13]([N:15]1[CH2:20][CH2:19][C:18](=[O:21])[CH2:17][CH2:16]1)=[O:14])[C:6]1[CH:11]=[CH:10][CH:9]=[CH:8][CH:7]=1.[NH4+].[Cl-]. (2) Given the product [Cl:15][C:16]1[CH:23]=[CH:22][C:19]([C:20]2[NH:6][C:4](=[O:5])[C:3]3[C:2](=[CH:10][C:9]([C:11]([F:12])([F:13])[F:14])=[CH:8][CH:7]=3)[N:1]=2)=[C:18]([S:24][CH2:25][CH3:26])[CH:17]=1, predict the reactants needed to synthesize it. The reactants are: [NH2:1][C:2]1[CH:10]=[C:9]([C:11]([F:14])([F:13])[F:12])[CH:8]=[CH:7][C:3]=1[C:4]([NH2:6])=[O:5].[Cl:15][C:16]1[CH:23]=[CH:22][C:19]([CH:20]=O)=[C:18]([S:24][CH2:25][CH3:26])[CH:17]=1.S(=O)(O)[O-].[Na+].C(=O)(O)[O-].[Na+].